Dataset: Forward reaction prediction with 1.9M reactions from USPTO patents (1976-2016). Task: Predict the product of the given reaction. Given the reactants [NH2:1][C:2]1[CH:7]=[C:6]([O:8][C:9]2[CH:14]=[CH:13][C:12]([N+:15]([O-:17])=[O:16])=[CH:11][C:10]=2[F:18])[CH:5]=[CH:4][N:3]=1.Cl[C:20](OC1C=CC=CC=1)=[O:21].[OH:29][CH:30]1[CH2:35][CH2:34][NH:33][CH2:32][CH2:31]1.[Cl-].[NH4+], predict the reaction product. The product is: [F:18][C:10]1[CH:11]=[C:12]([N+:15]([O-:17])=[O:16])[CH:13]=[CH:14][C:9]=1[O:8][C:6]1[CH:5]=[CH:4][N:3]=[C:2]([NH:1][C:20]([N:33]2[CH2:34][CH2:35][CH:30]([OH:29])[CH2:31][CH2:32]2)=[O:21])[CH:7]=1.